From a dataset of Reaction yield outcomes from USPTO patents with 853,638 reactions. Predict the reaction yield, written as a fraction of the theoretical maximum amount of product (1.0 means a 100% yield; for example, 0.34 means a 34% yield). (1) The catalyst is CN(C=O)C. The reactants are [C:1]([O:5][C:6]([C:8]1[C:9](=[O:28])[NH:10][C:11]2[C:16]([C:17]=1[C:18]1[CH:23]=[CH:22][CH:21]=[C:20]([CH:24]([CH3:26])[CH3:25])[CH:19]=1)=[CH:15][C:14]([Cl:27])=[CH:13][CH:12]=2)=[O:7])([CH3:4])([CH3:3])[CH3:2].[H-].[Na+].C1C=CC(N([S:38]([C:41]([F:44])([F:43])[F:42])(=[O:40])=[O:39])[S:38]([C:41]([F:44])([F:43])[F:42])(=[O:40])=[O:39])=CC=1. The product is [C:1]([O:5][C:6]([C:8]1[C:9]([O:28][S:38]([C:41]([F:44])([F:43])[F:42])(=[O:40])=[O:39])=[N:10][C:11]2[C:16]([C:17]=1[C:18]1[CH:23]=[CH:22][CH:21]=[C:20]([CH:24]([CH3:25])[CH3:26])[CH:19]=1)=[CH:15][C:14]([Cl:27])=[CH:13][CH:12]=2)=[O:7])([CH3:2])([CH3:4])[CH3:3]. The yield is 0.630. (2) The reactants are [F:1][C:2]1[CH:7]=[C:6]([F:8])[CH:5]=[CH:4][C:3]=1[C:9]([OH:35])([CH2:29][N:30]1[CH:34]=[N:33][CH:32]=[N:31]1)[CH2:10][N:11]1[CH:15]=[C:14]([CH2:16][O:17][C:18]2[CH:23]=[CH:22][C:21](/[CH:24]=[CH:25]/[C:26](=[O:28])[CH3:27])=[CH:20][CH:19]=2)[N:13]=[N:12]1.[CH2:36]([O:40][C:41]1[CH:48]=[CH:47][C:44]([CH:45]=O)=[CH:43][CH:42]=1)[CH:37]=[C:38]=[CH2:39].[OH-].[Na+]. The catalyst is CO. The product is [CH2:36]([O:40][C:41]1[CH:42]=[CH:43][C:44](/[CH:45]=[CH:27]/[C:26](=[O:28])/[CH:25]=[CH:24]/[C:21]2[CH:20]=[CH:19][C:18]([O:17][CH2:16][C:14]3[N:13]=[N:12][N:11]([CH2:10][C:9]([C:3]4[CH:4]=[CH:5][C:6]([F:8])=[CH:7][C:2]=4[F:1])([OH:35])[CH2:29][N:30]4[CH:34]=[N:33][CH:32]=[N:31]4)[CH:15]=3)=[CH:23][CH:22]=2)=[CH:47][CH:48]=1)[CH:37]=[C:38]=[CH2:39]. The yield is 0.606. (3) The reactants are [CH2:1]([O:3][C:4]([CH:6]1[CH2:11][CH2:10][N:9]([CH2:12][C:13]2[CH:22]=[CH:21][C:20]3[C:15](=[CH:16][CH:17]=[C:18]([OH:23])[CH:19]=3)[CH:14]=2)[CH2:8][CH2:7]1)=[O:5])[CH3:2].[C:24]1([CH:30]2[CH2:35][CH2:34][CH:33](O)[CH2:32][CH2:31]2)[CH:29]=[CH:28][CH:27]=[CH:26][CH:25]=1.C1(P(C2C=CC=CC=2)C2C=CC=CC=2)C=CC=CC=1.C1(C)C=CC=CC=1.N(C(OC(C)C)=O)=NC(OC(C)C)=O. No catalyst specified. The product is [C:24]1([C@@H:30]2[CH2:35][CH2:34][C@H:33]([O:23][C:18]3[CH:19]=[C:20]4[C:15](=[CH:16][CH:17]=3)[CH:14]=[C:13]([CH2:12][N:9]3[CH2:10][CH2:11][CH:6]([C:4]([O:3][CH2:1][CH3:2])=[O:5])[CH2:7][CH2:8]3)[CH:22]=[CH:21]4)[CH2:32][CH2:31]2)[CH:29]=[CH:28][CH:27]=[CH:26][CH:25]=1. The yield is 0.500. (4) The reactants are [F:1][C:2]1[CH:3]=[C:4]([CH:10]=[CH:11][CH:12]=1)/[CH:5]=[CH:6]/[C:7]([OH:9])=[O:8].IC.[C:15](=O)([O-])[O-].[Cs+].[Cs+]. The catalyst is CC(C)=O.C(OCC)(=O)C. The product is [CH3:15][O:8][C:7](=[O:9])/[CH:6]=[CH:5]/[C:4]1[CH:10]=[CH:11][CH:12]=[C:2]([F:1])[CH:3]=1. The yield is 0.870. (5) The reactants are [Cl:1][C:2]1[CH:6]=[N:5][N:4]([CH3:7])[C:3]=1[C:8]1[CH:9]=[C:10]([NH2:16])[CH:11]=[CH:12][C:13]=1[O:14][CH3:15].[C:17]([C:19]1[CH:20]=[C:21]([N:25]=[C:26]=[O:27])[CH:22]=[CH:23][CH:24]=1)#[N:18]. No catalyst specified. The product is [Cl:1][C:2]1[CH:6]=[N:5][N:4]([CH3:7])[C:3]=1[C:8]1[CH:9]=[C:10]([NH:16][C:26]([NH:25][C:21]2[CH:22]=[CH:23][CH:24]=[C:19]([C:17]#[N:18])[CH:20]=2)=[O:27])[CH:11]=[CH:12][C:13]=1[O:14][CH3:15]. The yield is 0.650.